Task: Predict the product of the given reaction.. Dataset: Forward reaction prediction with 1.9M reactions from USPTO patents (1976-2016) (1) Given the reactants [NH2:1][C:2]1[N:7]=[C:6]([NH2:8])[C:5]([C:9]2[CH:16]=[CH:15][C:12]([C:13]#[N:14])=[CH:11][CH:10]=2)=[C:4]([CH2:17][O:18][CH2:19][C:20]2[CH:25]=[CH:24][CH:23]=[CH:22][CH:21]=2)[N:3]=1.[H][H], predict the reaction product. The product is: [NH2:14][CH2:13][C:12]1[CH:11]=[CH:10][C:9]([C:5]2[C:6]([NH2:8])=[N:7][C:2]([NH2:1])=[N:3][C:4]=2[CH2:17][O:18][CH2:19][C:20]2[CH:21]=[CH:22][CH:23]=[CH:24][CH:25]=2)=[CH:16][CH:15]=1. (2) The product is: [NH2:23][C:9]1[N:8]=[CH:7][C:6]2[C:2]([C:32]3[CH:33]=[CH:34][C:35]([N:38]4[CH2:39][CH2:40][N:41]([C:59]([NH2:58])=[O:60])[CH2:42][CH2:43]4)=[N:36][CH:37]=3)=[CH:3][O:4][C:5]=2[C:10]=1[O:11][C@@H:12]([C:14]1[C:19]([Cl:20])=[CH:18][CH:17]=[C:16]([F:21])[C:15]=1[Cl:22])[CH3:13]. Given the reactants Br[C:2]1[C:6]2[CH:7]=[N:8][C:9]([NH2:23])=[C:10]([O:11][C@@H:12]([C:14]3[C:19]([Cl:20])=[CH:18][CH:17]=[C:16]([F:21])[C:15]=3[Cl:22])[CH3:13])[C:5]=2[O:4][CH:3]=1.CC1(C)C(C)(C)OB([C:32]2[CH:33]=[CH:34][C:35]([N:38]3[CH2:43][CH2:42][NH:41][CH2:40][CH2:39]3)=[N:36][CH:37]=2)O1.C(=O)([O-])[O-].[K+].[K+].ClCCl.C[Si]([N:58]=[C:59]=[O:60])(C)C.CCN(C(C)C)C(C)C.CN(C=O)C, predict the reaction product. (3) Given the reactants [C:1]([O:5][C:6]([N:8]1[CH2:12][CH2:11][CH2:10][CH:9]1[C:13]([OH:15])=O)=[O:7])([CH3:4])([CH3:3])[CH3:2].[N:16]1C=CC=CC=1.C(Cl)(=O)C(Cl)=O.[C:28]([NH:32][S:33]([C:36]1[C:37]([C:42]2[CH:47]=[CH:46][C:45](N)=[C:44]([F:49])[CH:43]=2)=[CH:38][CH:39]=[CH:40][CH:41]=1)(=[O:35])=[O:34])([CH3:31])([CH3:30])[CH3:29], predict the reaction product. The product is: [C:1]([O:5][C:6]([N:8]1[CH2:12][CH2:11][CH2:10][CH:9]1[C:13](=[O:15])[NH:16][C:43]1[C:44]([F:49])=[CH:45][CH:46]=[CH:47][C:42]=1[C:37]1[CH:38]=[CH:39][CH:40]=[CH:41][C:36]=1[S:33](=[O:35])(=[O:34])[NH:32][C:28]([CH3:31])([CH3:30])[CH3:29])=[O:7])([CH3:4])([CH3:3])[CH3:2]. (4) Given the reactants [Br:1][C:2]1[CH:9]=[CH:8][C:7]([OH:10])=[CH:6][C:3]=1[CH:4]=[O:5].[CH2:11]1C[O:14][CH2:13][CH2:12]1.C(O)CCO.CC1C=CC(S(O)(=O)=O)=CC=1, predict the reaction product. The product is: [Br:1][C:2]1[CH:9]=[CH:8][C:7]([OH:10])=[CH:6][C:3]=1[CH:4]1[O:14][CH2:13][CH2:12][CH2:11][O:5]1. (5) Given the reactants C(=O)([O-])[O-].[K+].[K+].CN(C)C(=O)[S:10][C:11]1[CH:16]=[CH:15][C:14]([Br:17])=[CH:13][C:12]=1[O:18][CH3:19].O.Cl, predict the reaction product. The product is: [Br:17][C:14]1[CH:15]=[CH:16][C:11]([SH:10])=[C:12]([O:18][CH3:19])[CH:13]=1. (6) Given the reactants [CH2:1]([N:3]1[CH2:9][CH2:8][CH2:7][N:6](C(OC(C)(C)C)=O)[CH2:5][CH2:4]1)[CH3:2], predict the reaction product. The product is: [CH2:1]([N:3]1[CH2:9][CH2:8][CH2:7][NH:6][CH2:5][CH2:4]1)[CH3:2].